Dataset: Full USPTO retrosynthesis dataset with 1.9M reactions from patents (1976-2016). Task: Predict the reactants needed to synthesize the given product. (1) The reactants are: [O:1]1[CH:5]=[CH:4][N:3]=[C:2]1[CH2:6][C:7]1[CH:12]=[C:11]([NH:13]C(=O)C(F)(F)F)[CH:10]=[CH:9][C:8]=1[S:20](Cl)(=[O:22])=[O:21].[NH2:24][C:25]1[CH:26]=[CH:27][C:28]2[CH2:32][O:31][B:30]([OH:33])[C:29]=2[CH:34]=1.N1C=CC=CC=1. Given the product [NH2:13][C:11]1[CH:10]=[CH:9][C:8]([S:20]([NH:24][C:25]2[CH:26]=[CH:27][C:28]3[CH2:32][O:31][B:30]([OH:33])[C:29]=3[CH:34]=2)(=[O:21])=[O:22])=[C:7]([CH2:6][C:2]2[O:1][CH:5]=[CH:4][N:3]=2)[CH:12]=1, predict the reactants needed to synthesize it. (2) The reactants are: [CH3:1][C:2]1[N:7]=[C:6]([NH:8][C:9]2[C:10](=[O:25])[N:11]([CH3:24])[CH:12]=[C:13](B3OC(C)(C)C(C)(C)O3)[CH:14]=2)[CH:5]=[C:4]([CH3:26])[N:3]=1.Cl[C:28]1[CH:33]=[CH:32][N:31]=[C:30]([N:34]2[CH2:45][CH2:44][N:43]3[C:36](=[CH:37][C:38]4[CH2:39][C:40]([CH3:47])([CH3:46])[CH2:41][C:42]=43)[C:35]2=[O:48])[C:29]=1[CH:49]=[O:50].C([O-])(=O)C.[Na+].[O-]P([O-])([O-])=O.[K+].[K+].[K+]. Given the product [CH3:46][C:40]1([CH3:47])[CH2:39][C:38]2[CH:37]=[C:36]3[N:43]([CH2:44][CH2:45][N:34]([C:30]4[C:29]([CH:49]=[O:50])=[C:28]([C:13]5[CH:14]=[C:9]([NH:8][C:6]6[CH:5]=[C:4]([CH3:26])[N:3]=[C:2]([CH3:1])[N:7]=6)[C:10](=[O:25])[N:11]([CH3:24])[CH:12]=5)[CH:33]=[CH:32][N:31]=4)[C:35]3=[O:48])[C:42]=2[CH2:41]1, predict the reactants needed to synthesize it. (3) Given the product [O:42]=[C:36]1[CH:35]([N:29]2[CH2:28][C:27]3[C:31](=[CH:32][CH:33]=[C:25]([CH2:24][NH:23][C:3](=[O:5])[C:2]([F:1])([F:16])[C:6]4[CH:11]=[CH:10][C:9]([S:12]([CH3:15])(=[O:14])=[O:13])=[CH:8][CH:7]=4)[CH:26]=3)[C:30]2=[O:34])[CH2:40][CH2:39][C:38](=[O:41])[NH:37]1, predict the reactants needed to synthesize it. The reactants are: [F:1][C:2]([F:16])([C:6]1[CH:11]=[CH:10][C:9]([S:12]([CH3:15])(=[O:14])=[O:13])=[CH:8][CH:7]=1)[C:3]([OH:5])=O.P(Cl)(Cl)(Cl)=O.Cl.[NH2:23][CH2:24][C:25]1[CH:26]=[C:27]2[C:31](=[CH:32][CH:33]=1)[C:30](=[O:34])[N:29]([CH:35]1[CH2:40][CH2:39][C:38](=[O:41])[NH:37][C:36]1=[O:42])[CH2:28]2.C(=O)(O)[O-].[Na+]. (4) Given the product [NH4+:8].[OH-:12].[CH3:6][C:7]#[N:8].[OH2:38].[CH:1]1([C:4]2[CH:5]=[C:6]3[C:25]([C:26](=[O:29])[NH:27][CH3:28])=[C:24]([C:30]4[CH:35]=[CH:34][C:33]([CH3:36])=[CH:32][CH:31]=4)[O:23][C:7]3=[N:8][C:9]=2[N:10]([CH2:15][CH2:16][CH2:17][CH2:18][C:19]([OH:21])=[O:20])[S:11]([CH3:14])(=[O:13])=[O:12])[CH2:2][CH2:3]1, predict the reactants needed to synthesize it. The reactants are: [CH:1]1([C:4]2[CH:5]=[C:6]3[C:25]([C:26](=[O:29])[NH:27][CH3:28])=[C:24]([C:30]4[CH:35]=[CH:34][C:33]([CH3:36])=[CH:32][CH:31]=4)[O:23][C:7]3=[N:8][C:9]=2[N:10]([CH2:15][CH2:16][CH2:17][CH2:18][C:19]([O:21]C)=[O:20])[S:11]([CH3:14])(=[O:13])=[O:12])[CH2:3][CH2:2]1.[Li+].[OH-:38].[NH4+].[Cl-]. (5) Given the product [Si:1]([O:8][CH2:9][C@H:10]1[O:14][C@@H:13]([N:15]2[C:45]3[N:44]=[CH:43][N:42]=[C:19]([NH:20][C:21]([C:30]4[CH:31]=[CH:32][CH:33]=[CH:34][CH:35]=4)([C:36]4[CH:41]=[CH:40][CH:39]=[CH:38][CH:37]=4)[C:22]4[CH:23]=[CH:24][C:25]([O:28][CH3:29])=[CH:26][CH:27]=4)[C:18]=3[N:17]=[CH:16]2)[C@H:12]([OH:46])[C@@H:11]1[O:54][CH2:55][O:56][C:57](=[O:62])[C:58]([CH3:61])([CH3:60])[CH3:59])([C:4]([CH3:6])([CH3:7])[CH3:5])([CH3:3])[CH3:2], predict the reactants needed to synthesize it. The reactants are: [Si:1]([O:8][CH2:9][C@H:10]1[O:14][C@@H:13]([N:15]2[C:45]3[N:44]=[CH:43][N:42]=[C:19]([NH:20][C:21]([C:36]4[CH:41]=[CH:40][CH:39]=[CH:38][CH:37]=4)([C:30]4[CH:35]=[CH:34][CH:33]=[CH:32][CH:31]=4)[C:22]4[CH:27]=[CH:26][C:25]([O:28][CH3:29])=[CH:24][CH:23]=4)[C:18]=3[N:17]=[CH:16]2)[C@H:12]([O:46]C(=O)CCC(C)=O)[C@@H:11]1[O:54][CH2:55][O:56][C:57](=[O:62])[C:58]([CH3:61])([CH3:60])[CH3:59])([C:4]([CH3:7])([CH3:6])[CH3:5])([CH3:3])[CH3:2].O.NN. (6) Given the product [CH3:1][CH:2]1[CH2:7][CH:6]([C:8]2[CH:17]=[CH:16][CH:15]=[C:14]3[C:9]=2[CH:10]=[CH:11][C:12]([CH3:18])=[N:13]3)[CH2:5][CH2:4][N:3]1[CH2:19][CH2:20][C:21]1[CH:30]=[CH:29][CH:28]=[C:27]2[C:22]=1[CH2:23][CH2:24][C:25]1[N:26]2[CH:31]=[N:32][C:33]=1[C:34]([OH:36])=[O:35], predict the reactants needed to synthesize it. The reactants are: [CH3:1][CH:2]1[CH2:7][CH:6]([C:8]2[CH:17]=[CH:16][CH:15]=[C:14]3[C:9]=2[CH:10]=[CH:11][C:12]([CH3:18])=[N:13]3)[CH2:5][CH2:4][N:3]1[CH2:19][CH2:20][C:21]1[CH:30]=[CH:29][CH:28]=[C:27]2[C:22]=1[CH2:23][CH2:24][C:25]1[N:26]2[CH:31]=[N:32][C:33]=1[C:34]([O:36]CC)=[O:35].[OH-].[K+]. (7) Given the product [C:5]([C:4]1[CH:7]=[CH:8][C:9]([CH:10]2[N:15]([CH3:16])[C:14](=[O:17])[N:13]([C:18]3[CH:23]=[CH:22][CH:21]=[C:20]([C:24]([F:27])([F:26])[F:25])[CH:19]=3)[C:12]3[CH2:28][CH2:29][NH:30][C:31](=[O:32])[C:11]2=3)=[C:2]([CH:3]=1)[C:33]([O:36][CH3:40])=[O:35])#[N:6], predict the reactants needed to synthesize it. The reactants are: Br[C:2]1[CH:3]=[C:4]([CH:7]=[CH:8][C:9]=1[CH:10]1[N:15]([CH3:16])[C:14](=[O:17])[N:13]([C:18]2[CH:23]=[CH:22][CH:21]=[C:20]([C:24]([F:27])([F:26])[F:25])[CH:19]=2)[C:12]2[CH2:28][CH2:29][NH:30][C:31](=[O:32])[C:11]1=2)[C:5]#[N:6].[C:33]([O-:36])(=[O:35])C.[Na+].[C]=O.[CH3:40]O. (8) Given the product [OH:2][CH2:3][C@H:4]1[N:9]([C:10]([C:12]2[CH:17]=[CH:16][CH:15]=[CH:14][CH:13]=2)=[O:11])[CH2:8][CH2:7][O:6][CH2:5]1, predict the reactants needed to synthesize it. The reactants are: Cl.[OH:2][CH2:3][C@H:4]1[N:9]([C:10]([C:12]2[CH:17]=[CH:16][CH:15]=[CH:14][CH:13]=2)=[O:11])[CH2:8][CH2:7][O:6][CH2:5]1.CCN(C(C)C)C(C)C.C(Cl)(=O)C1C=CC=CC=1.